The task is: Predict which catalyst facilitates the given reaction.. This data is from Catalyst prediction with 721,799 reactions and 888 catalyst types from USPTO. Reactant: [Cl:1][C:2]1[CH:3]=[C:4]([C:9]2[N:13]=[C:12]([NH2:14])[NH:11][N:10]=2)[CH:5]=[CH:6][C:7]=1[Cl:8].C([N:18]1[C:26]2[C:21](=[CH:22][C:23]([C:27](=O)[CH2:28][C:29](OCC)=[O:30])=[CH:24][CH:25]=2)[CH:20]=[N:19]1)(=O)C.CC1C=CC(S(O)(=O)=O)=CC=1. Product: [Cl:1][C:2]1[CH:3]=[C:4]([C:9]2[N:13]=[C:12]3[NH:14][C:27]([C:23]4[CH:22]=[C:21]5[C:26](=[CH:25][CH:24]=4)[NH:18][N:19]=[CH:20]5)=[CH:28][C:29](=[O:30])[N:11]3[N:10]=2)[CH:5]=[CH:6][C:7]=1[Cl:8]. The catalyst class is: 114.